Dataset: Catalyst prediction with 721,799 reactions and 888 catalyst types from USPTO. Task: Predict which catalyst facilitates the given reaction. (1) Reactant: [N:1]1([CH:7]2[CH2:12][CH2:11][N:10]([C:13]([C:15]3[CH:16]=[C:17]4[C:21](=[CH:22][CH:23]=3)[NH:20][C:19]([C:24]([N:26]3[CH2:31][CH2:30][C:29]([F:33])([F:32])[CH2:28][CH2:27]3)=[O:25])=[CH:18]4)=[O:14])[CH2:9][CH2:8]2)[CH2:6][CH2:5][CH2:4][CH2:3][CH2:2]1.[Cl:34][C:35]1[CH:40]=[C:39](B(O)O)[CH:38]=[CH:37][N:36]=1.N1C=CC=CC=1. Product: [N:1]1([CH:7]2[CH2:12][CH2:11][N:10]([C:13]([C:15]3[CH:16]=[C:17]4[C:21](=[CH:22][CH:23]=3)[N:20]([C:39]3[CH:38]=[CH:37][N:36]=[C:35]([Cl:34])[CH:40]=3)[C:19]([C:24]([N:26]3[CH2:31][CH2:30][C:29]([F:33])([F:32])[CH2:28][CH2:27]3)=[O:25])=[CH:18]4)=[O:14])[CH2:9][CH2:8]2)[CH2:2][CH2:3][CH2:4][CH2:5][CH2:6]1. The catalyst class is: 221. (2) Reactant: [CH2:1]([O:8][C:9]1[CH:14]=[CH:13][CH:12]=[C:11]([OH:15])[C:10]=1[C:16](=[O:18])[CH3:17])[C:2]1[CH:7]=[CH:6][CH:5]=[CH:4][CH:3]=1.[OH-].[Na+].[CH:21](=O)[CH:22]=[CH:23][C:24]1[CH:29]=[CH:28][CH:27]=[CH:26][CH:25]=1.Cl. Product: [CH2:1]([O:8][C:9]1[CH:14]=[CH:13][CH:12]=[C:11]([OH:15])[C:10]=1[C:16](=[O:18])[CH:17]=[CH:21][CH:22]=[CH:23][C:24]1[CH:29]=[CH:28][CH:27]=[CH:26][CH:25]=1)[C:2]1[CH:3]=[CH:4][CH:5]=[CH:6][CH:7]=1. The catalyst class is: 5. (3) Reactant: [C:1]([O:4][CH2:5][C@@H:6]1[O:11][CH:10](CC([O-])=O)[C@H:9]([N:16]=[C:17]=[S:18])[C@H:8](CC([O-])=O)[C@@H:7]1CC([O-])=O)(=[O:3])[CH3:2].[CH2:27]([NH2:30])[CH2:28][CH3:29].F[C:32](F)(F)[C:33]([OH:35])=[O:34]. Product: [C:33]([O:35][C@@H:7]1[C@@H:6]([CH2:5][O:4][C:1](=[O:3])[CH3:2])[O:11][C@H:10]2[C@H:9]([N:16]=[C:17]([NH:30][CH2:27][CH2:28][CH3:29])[S:18]2)[C@H:8]1[O:4][C:1](=[O:3])[CH3:2])(=[O:34])[CH3:32]. The catalyst class is: 4. (4) Reactant: CS(C)=O.[CH:5]1([CH:11]([OH:20])[CH:12]([C:14]2[CH:19]=[CH:18][CH:17]=[CH:16][CH:15]=2)[CH3:13])[CH2:10][CH2:9][CH2:8][CH2:7][CH2:6]1.O=P12OP3(OP(OP(O3)(O1)=O)(=O)O2)=O.CCN(CC)CC. Product: [C:14]1([CH:12]([C:11]([CH:5]2[CH2:10][CH2:9][CH2:8][CH2:7][CH2:6]2)=[O:20])[CH3:13])[CH:19]=[CH:18][CH:17]=[CH:16][CH:15]=1. The catalyst class is: 2. (5) Reactant: [CH2:1]([O:8][C:9]([N:11]1[CH2:16][CH2:15][N:14]([C:17]([O:19][C:20]([CH3:23])([CH3:22])[CH3:21])=[O:18])[CH:13]([C:24]([OH:26])=[O:25])[CH2:12]1)=[O:10])[C:2]1[CH:7]=[CH:6][CH:5]=[CH:4][CH:3]=1. Product: [N:14]1([C:17]([O:19][C:20]([CH3:22])([CH3:23])[CH3:21])=[O:18])[CH2:15][CH2:16][N:11]([C:9]([O:8][CH2:1][C:2]2[CH:3]=[CH:4][CH:5]=[CH:6][CH:7]=2)=[O:10])[CH2:12][CH:13]1[C:24]([O:26][C:2]([CH3:7])([CH3:3])[CH3:1])=[O:25]. The catalyst class is: 11.